Dataset: Peptide-MHC class II binding affinity with 134,281 pairs from IEDB. Task: Regression. Given a peptide amino acid sequence and an MHC pseudo amino acid sequence, predict their binding affinity value. This is MHC class II binding data. (1) The peptide sequence is MYRELLELVAADVES. The MHC is DRB1_1602 with pseudo-sequence DRB1_1602. The binding affinity (normalized) is 0.378. (2) The peptide sequence is KEIYNYMEPYVSKNP. The MHC is DRB1_0802 with pseudo-sequence DRB1_0802. The binding affinity (normalized) is 0.432. (3) The peptide sequence is NKEVDRLMSMKSIQK. The MHC is DRB1_0301 with pseudo-sequence DRB1_0301. The binding affinity (normalized) is 0.511. (4) The peptide sequence is IGLQYLGYVIRDLAA. The MHC is HLA-DQA10303-DQB10402 with pseudo-sequence HLA-DQA10303-DQB10402. The binding affinity (normalized) is 0.657. (5) The peptide sequence is INRQILDNAAKYVEH. The MHC is HLA-DQA10101-DQB10501 with pseudo-sequence HLA-DQA10101-DQB10501. The binding affinity (normalized) is 0.156. (6) The MHC is DRB1_0301 with pseudo-sequence DRB1_0301. The binding affinity (normalized) is 0. The peptide sequence is GDSYYYSEPTSENNA.